Dataset: Catalyst prediction with 721,799 reactions and 888 catalyst types from USPTO. Task: Predict which catalyst facilitates the given reaction. (1) Reactant: [CH3:1][C:2]([C:4]1[CH:9]=[C:8]([N+:10]([O-:12])=[O:11])[CH:7]=[CH:6][C:5]=1F)=O.[NH2:14][NH2:15].CCOC(C)=O. Product: [CH3:1][C:2]1[C:4]2[C:5](=[CH:6][CH:7]=[C:8]([N+:10]([O-:12])=[O:11])[CH:9]=2)[NH:15][N:14]=1. The catalyst class is: 196. (2) Reactant: [CH3:1][C:2]1([CH3:12])[CH2:11][NH:10][C@@H:9]2[C@H:4]([CH2:5][CH2:6][CH2:7][CH2:8]2)[NH:3]1.Br[C:14]1[CH:15]=[C:16]2[C:20](=[CH:21][CH:22]=1)[N:19]([Si:23]([CH:30]([CH3:32])[CH3:31])([CH:27]([CH3:29])[CH3:28])[CH:24]([CH3:26])[CH3:25])[C:18]([C:33]#[N:34])=[CH:17]2.P(C(C)(C)C)(C(C)(C)C)C(C)(C)C.[H+].[B-](F)(F)(F)F.C(O[Na])(C)(C)C. Product: [C:33]([C:18]1[N:19]([Si:23]([CH:27]([CH3:29])[CH3:28])([CH:30]([CH3:32])[CH3:31])[CH:24]([CH3:25])[CH3:26])[C:20]2[C:16]([CH:17]=1)=[CH:15][C:14]([N:10]1[C@@H:9]3[C@H:4]([CH2:5][CH2:6][CH2:7][CH2:8]3)[NH:3][C:2]([CH3:12])([CH3:1])[CH2:11]1)=[CH:22][CH:21]=2)#[N:34]. The catalyst class is: 718.